From a dataset of Catalyst prediction with 721,799 reactions and 888 catalyst types from USPTO. Predict which catalyst facilitates the given reaction. (1) Reactant: [NH2:1][C:2]1[C:3]([C:13]([OH:15])=O)=[N:4][C:5]([Br:12])=[C:6]([C:8]([F:11])([F:10])[F:9])[N:7]=1.[NH2:16][C:17]1[NH:21][N:20]=[C:19]2[CH2:22][N:23]([C:25]([O:27][C:28]([CH3:31])([CH3:30])[CH3:29])=[O:26])[CH2:24][C:18]=12.CN(C(ON1N=NC2C=CC=NC1=2)=[N+](C)C)C.F[P-](F)(F)(F)(F)F.CN1CCOCC1. Product: [NH2:1][C:2]1[C:3]([C:13]([NH:16][C:17]2[NH:21][N:20]=[C:19]3[CH2:22][N:23]([C:25]([O:27][C:28]([CH3:31])([CH3:30])[CH3:29])=[O:26])[CH2:24][C:18]=23)=[O:15])=[N:4][C:5]([Br:12])=[C:6]([C:8]([F:9])([F:10])[F:11])[N:7]=1. The catalyst class is: 18. (2) Reactant: C(OP([CH2:9][C:10]1[CH:11]=[C:12]([CH:17]=[CH:18][CH:19]=1)[C:13]([O:15][CH3:16])=[O:14])(OCC)=O)C.[H-].[Na+].[CH:22](=O)[C:23]1[CH:28]=[CH:27][CH:26]=[C:25]([O:29][CH3:30])[CH:24]=1. Product: [CH3:16][O:15][C:13](=[O:14])[C:12]1[CH:17]=[CH:18][CH:19]=[C:10](/[CH:9]=[CH:22]/[C:23]2[CH:28]=[CH:27][CH:26]=[C:25]([O:29][CH3:30])[CH:24]=2)[CH:11]=1. The catalyst class is: 1. (3) Product: [CH2:1]([O:8][C:9]1[CH:17]=[CH:16][C:12]([CH2:13][OH:14])=[C:11]([F:18])[C:10]=1[F:19])[C:2]1[CH:3]=[CH:4][CH:5]=[CH:6][CH:7]=1. Reactant: [CH2:1]([O:8][C:9]1[CH:17]=[CH:16][C:12]([C:13](O)=[O:14])=[C:11]([F:18])[C:10]=1[F:19])[C:2]1[CH:7]=[CH:6][CH:5]=[CH:4][CH:3]=1.COB(OC)OC. The catalyst class is: 1. (4) Reactant: O=C[C@@H]([C@H]([C@@H]([C@@H](CO)O)O)O)O.OP([O-])(O)=O.[K+].[OH-].[Na+].S([O-])([O-])(=O)=O.[NH4+:26].[NH4+:27].Cl.S1C=CC=CC1.[OH:35][C:36]([CH2:38][CH2:39][CH2:40][CH2:41][C@H:42]1[C@@H]2[C@@H](NC(N2)=O)CS1)=[O:37]. Product: [NH2:26][C@H:38]([C:36]([OH:35])=[O:37])[CH2:39][CH2:40][CH2:41][CH2:42][NH2:27]. The catalyst class is: 553. (5) Reactant: [NH:1]1[C:5]([NH2:6])=[CH:4][CH:3]=[N:2]1.[Br:7][CH:8]([CH:11]=O)[CH:9]=O. Product: [Br:7][C:8]1[CH:9]=[C:4]2[CH:3]=[N:2][NH:1][C:5]2=[N:6][CH:11]=1. The catalyst class is: 404.